Dataset: Forward reaction prediction with 1.9M reactions from USPTO patents (1976-2016). Task: Predict the product of the given reaction. (1) Given the reactants [CH2:1]([C:9]1[C:10]([C:22]([F:25])([F:24])[F:23])=[C:11]2[C:15]3=[C:16]([CH2:18][NH:19][CH2:20][CH2:21][N:14]3[CH:13]=[CH:12]2)[CH:17]=1)[CH2:2][C:3]1[CH:8]=[CH:7][CH:6]=[CH:5][CH:4]=1.Cl.[CH3:27][N:28]([CH3:33])[CH2:29][C:30](O)=[O:31].C(N(CC)CC)C.F[P-](F)(F)(F)(F)F.N1(OC(N(C)C)=[N+](C)C)C2N=CC=CC=2N=N1, predict the reaction product. The product is: [CH3:27][N:28]([CH3:33])[CH2:29][C:30]([CH:20]1[NH:19][CH2:18][C:16]2=[C:15]3[C:11](=[C:10]([C:22]([F:25])([F:24])[F:23])[C:9]([CH2:1][CH2:2][C:3]4[CH:4]=[CH:5][CH:6]=[CH:7][CH:8]=4)=[CH:17]2)[CH:12]=[CH:13][N:14]3[CH2:21]1)=[O:31]. (2) Given the reactants [C:1]([NH:6][C:7]1[N:15]=[C:14]2[C:10]([N:11]=[CH:12][N:13]2[C@@H:16]2[O:26][C@H:25]([CH2:27][O:28][C:29](=[O:33])[CH:30]([CH3:32])[CH3:31])[C@@H:18]([O:19][C:20](=[O:24])[CH:21]([CH3:23])[CH3:22])[CH2:17]2)=[C:9](N)[N:8]=1)(=[O:5])[CH:2]([CH3:4])[CH3:3].C(ON=O)CCCC.[I:43]CI.S([O-])([O-])=O.[Na+].[Na+], predict the reaction product. The product is: [C:1]([NH:6][C:7]1[N:15]=[C:14]2[C:10]([N:11]=[CH:12][N:13]2[C@@H:16]2[O:26][C@H:25]([CH2:27][O:28][C:29](=[O:33])[CH:30]([CH3:32])[CH3:31])[C@@H:18]([O:19][C:20](=[O:24])[CH:21]([CH3:23])[CH3:22])[CH2:17]2)=[C:9]([I:43])[N:8]=1)(=[O:5])[CH:2]([CH3:4])[CH3:3]. (3) Given the reactants ClCC[CH2:4][CH2:5][CH:6]([C:27]1[CH:32]=[CH:31][C:30]([F:33])=[C:29]([O:34][C:35]([F:38])([F:37])[F:36])[CH:28]=1)[C:7]([NH:9][NH:10][C:11](=O)[C:12]1[CH:17]=[CH:16][C:15]([C:18]2[O:22][C:21]([CH3:23])=[N:20][CH:19]=2)=[C:14]([O:24][CH3:25])[CH:13]=1)=[O:8].C1(P(C2C=CC=CC=2)C2C=CC=CC=2)C=CC=CC=1.[C:58](Cl)(Cl)(Cl)[Cl:59], predict the reaction product. The product is: [Cl:59][CH2:58][CH2:4][CH2:5][CH:6]([C:7]1[O:8][C:11]([C:12]2[CH:17]=[CH:16][C:15]([C:18]3[O:22][C:21]([CH3:23])=[N:20][CH:19]=3)=[C:14]([O:24][CH3:25])[CH:13]=2)=[N:10][N:9]=1)[C:27]1[CH:32]=[CH:31][C:30]([F:33])=[C:29]([O:34][C:35]([F:37])([F:38])[F:36])[CH:28]=1. (4) Given the reactants C([O:8][N:9]([CH:36]=[O:37])[CH2:10][CH:11]([CH2:30][CH:31]1[CH2:35][CH2:34][CH2:33][CH2:32]1)[C:12]([NH:14][CH:15]([C:26]([CH3:29])([CH3:28])[CH3:27])[C:16]([N:18]([CH3:25])[CH:19]1[CH2:24][CH2:23][NH:22][CH2:21][CH2:20]1)=[O:17])=[O:13])C1C=CC=CC=1.[H][H], predict the reaction product. The product is: [CH:31]1([CH2:30][CH:11]([CH2:10][N:9]([CH:36]=[O:37])[OH:8])[C:12]([NH:14][CH:15]([C:26]([CH3:29])([CH3:27])[CH3:28])[C:16]([N:18]([CH3:25])[CH:19]2[CH2:20][CH2:21][NH:22][CH2:23][CH2:24]2)=[O:17])=[O:13])[CH2:35][CH2:34][CH2:33][CH2:32]1. (5) Given the reactants [N:1]([CH2:4][CH2:5][C@@H:6]([O:12][C:13]1[CH:20]=[C:19]([CH3:21])[C:18]([F:22])=[CH:17][C:14]=1[C:15]#[N:16])[C:7]1[CH:11]=[CH:10][O:9][N:8]=1)=[N+]=[N-].[O:23]1CCCC1.C1(P(C2C=CC=CC=2)C2C=CC=CC=2)C=CC=CC=1.[C:47](=[O:50])([OH:49])[O-].[Na+], predict the reaction product. The product is: [C:10]([OH:23])(=[O:9])/[CH:11]=[CH:7]/[C:47]([OH:49])=[O:50].[NH2:1][CH2:4][CH2:5][C@@H:6]([O:12][C:13]1[CH:20]=[C:19]([CH3:21])[C:18]([F:22])=[CH:17][C:14]=1[C:15]#[N:16])[C:7]1[CH:11]=[CH:10][O:9][N:8]=1. (6) Given the reactants [Br:1][C:2]1[CH:7]=[CH:6][C:5]([C:8](=[O:10])[CH3:9])=[C:4]([OH:11])[CH:3]=1.C([O-])([O-])=O.[K+].[K+].[I-].[K+].Br[CH2:21][CH2:22][NH:23][C:24](=[O:30])[O:25][C:26]([CH3:29])([CH3:28])[CH3:27], predict the reaction product. The product is: [C:8]([C:5]1[CH:6]=[CH:7][C:2]([Br:1])=[CH:3][C:4]=1[O:11][CH2:21][CH2:22][NH:23][C:24](=[O:30])[O:25][C:26]([CH3:29])([CH3:28])[CH3:27])(=[O:10])[CH3:9].